From a dataset of Reaction yield outcomes from USPTO patents with 853,638 reactions. Predict the reaction yield, written as a fraction of the theoretical maximum amount of product (1.0 means a 100% yield; for example, 0.34 means a 34% yield). (1) The reactants are [C:1]([O:5][C:6](=[O:19])[C:7]1[CH:15]=[C:14]([N+:16]([O-])=O)[CH:13]=[C:9]([C:10]([OH:12])=[O:11])[CH:8]=1)([CH3:4])([CH3:3])[CH3:2]. The catalyst is CCOC(C)=O.[Pd]. The product is [C:1]([O:5][C:6](=[O:19])[C:7]1[CH:15]=[C:14]([NH2:16])[CH:13]=[C:9]([C:10]([OH:12])=[O:11])[CH:8]=1)([CH3:4])([CH3:2])[CH3:3]. The yield is 0.980. (2) The reactants are [C:1]([NH:6][C:7]1[CH:8]=[CH:9][C:10]([CH3:26])=[C:11]([CH:13]2[CH2:18][CH2:17][N:16](C(OC(C)(C)C)=O)[CH2:15][CH2:14]2)[CH:12]=1)(=[O:5])[CH:2]([CH3:4])[CH3:3].C(O)(C(F)(F)F)=O. The catalyst is C(Cl)Cl. The product is [CH3:3][CH:2]([CH3:4])[C:1]([NH:6][C:7]1[CH:8]=[CH:9][C:10]([CH3:26])=[C:11]([CH:13]2[CH2:18][CH2:17][NH:16][CH2:15][CH2:14]2)[CH:12]=1)=[O:5]. The yield is 0.780. (3) The reactants are [C:1]([NH:8][CH2:9][CH2:10][C:11]1[CH:19]=[C:18]([F:20])[C:14]([C:15](O)=[O:16])=[C:13]([F:21])[CH:12]=1)([O:3][C:4]([CH3:7])([CH3:6])[CH3:5])=[O:2].C([N:24](CC)CC)C.ClC(OCC)=O.N. The catalyst is C1COCC1. The product is [C:1]([NH:8][CH2:9][CH2:10][C:11]1[CH:19]=[C:18]([F:20])[C:14]([C:15]([NH2:24])=[O:16])=[C:13]([F:21])[CH:12]=1)([O:3][C:4]([CH3:7])([CH3:6])[CH3:5])=[O:2]. The yield is 0.650.